This data is from Full USPTO retrosynthesis dataset with 1.9M reactions from patents (1976-2016). The task is: Predict the reactants needed to synthesize the given product. (1) The reactants are: Cl[CH:2]([C:33]1[CH:38]=[C:37]([O:39][CH2:40][CH3:41])[CH:36]=[C:35]([O:42][CH:43]([CH3:45])[CH3:44])[C:34]=1[F:46])[C:3]1[N:4]([C:14]([C:27]2[CH:32]=[CH:31][CH:30]=[CH:29][CH:28]=2)([C:21]2[CH:26]=[CH:25][CH:24]=[CH:23][CH:22]=2)[C:15]2[CH:20]=[CH:19][CH:18]=[CH:17][CH:16]=2)[CH:5]=[C:6]([C:8]2[CH:13]=[CH:12][CH:11]=[CH:10][CH:9]=2)[N:7]=1.CCN(C(C)C)C(C)C.[NH2:56][C:57]1[CH:58]=[C:59]2[C:64](=[CH:65][CH:66]=1)[CH:63]=[N:62][CH:61]=[CH:60]2. Given the product [CH2:40]([O:39][C:37]1[CH:36]=[C:35]([O:42][CH:43]([CH3:44])[CH3:45])[C:34]([F:46])=[C:33]([CH:2]([C:3]2[N:4]([C:14]([C:21]3[CH:26]=[CH:25][CH:24]=[CH:23][CH:22]=3)([C:27]3[CH:28]=[CH:29][CH:30]=[CH:31][CH:32]=3)[C:15]3[CH:20]=[CH:19][CH:18]=[CH:17][CH:16]=3)[CH:5]=[C:6]([C:8]3[CH:9]=[CH:10][CH:11]=[CH:12][CH:13]=3)[N:7]=2)[NH:56][C:57]2[CH:58]=[C:59]3[C:64](=[CH:65][CH:66]=2)[CH:63]=[N:62][CH:61]=[CH:60]3)[CH:38]=1)[CH3:41], predict the reactants needed to synthesize it. (2) Given the product [O:22]=[C:7]1[C:8]([C:12]2[CH:13]=[CH:14][C:15]([C:18]([F:20])([F:19])[F:21])=[CH:16][CH:17]=2)=[CH:9][CH:10]=[CH:11][N:6]1[CH:5]([C:23]1[CH:28]=[CH:27][CH:26]=[CH:25][CH:24]=1)[C:4]([OH:29])=[O:3], predict the reactants needed to synthesize it. The reactants are: C([O:3][C:4](=[O:29])[CH:5]([C:23]1[CH:28]=[CH:27][CH:26]=[CH:25][CH:24]=1)[N:6]1[CH:11]=[CH:10][CH:9]=[C:8]([C:12]2[CH:17]=[CH:16][C:15]([C:18]([F:21])([F:20])[F:19])=[CH:14][CH:13]=2)[C:7]1=[O:22])C.[OH-].[Li+]. (3) Given the product [C:35]([O:39][C:40](=[O:46])[CH2:41][CH2:42][CH2:43][O:32][C:28]1[CH:29]=[CH:30][CH:31]=[C:26]([CH2:25][C@H:12]([NH:11][C:10](=[O:33])[C@@H:8]([NH:7][C:6]([O:5][C:1]([CH3:4])([CH3:3])[CH3:2])=[O:34])[CH3:9])[C@@H:13]([OH:24])[CH2:14][C@H:15]([C:17](=[O:23])[NH:18][CH2:19][CH2:20][CH2:21][CH3:22])[CH3:16])[CH:27]=1)([CH3:38])([CH3:37])[CH3:36], predict the reactants needed to synthesize it. The reactants are: [C:1]([O:5][C:6](=[O:34])[NH:7][C@H:8]([C:10](=[O:33])[NH:11][C@@H:12]([CH2:25][C:26]1[CH:31]=[CH:30][CH:29]=[C:28]([OH:32])[CH:27]=1)[C@@H:13]([OH:24])[CH2:14][C@H:15]([C:17](=[O:23])[NH:18][CH2:19][CH2:20][CH2:21][CH3:22])[CH3:16])[CH3:9])([CH3:4])([CH3:3])[CH3:2].[C:35]([O:39][C:40](=[O:46])[CH2:41][CH2:42][CH2:43]CBr)([CH3:38])([CH3:37])[CH3:36].O.[I-].[K+]. (4) Given the product [CH3:1][S:2]([CH2:5][C:6]([CH3:32])([CH3:33])[C@@H:7]([NH:9][C:10]([C:12]1[C:20]2[C:15](=[N:16][CH:17]=[C:18]([CH:21]3[CH2:22][CH2:23]3)[N:19]=2)[NH:14][CH:13]=1)=[O:11])[CH3:8])(=[O:4])=[O:3], predict the reactants needed to synthesize it. The reactants are: [CH3:1][S:2]([CH2:5][C:6]([CH3:33])([CH3:32])[C@@H:7]([NH:9][C:10]([C:12]1[C:20]2[C:15](=[N:16][CH:17]=[C:18]([CH:21]3[CH2:23][CH2:22]3)[N:19]=2)[N:14](COCC[Si](C)(C)C)[CH:13]=1)=[O:11])[CH3:8])(=[O:4])=[O:3].FC(F)(F)C(O)=O.C([O-])(=O)C.[Na+].O. (5) Given the product [F:25][C:24]([F:27])([F:26])[C:16]([OH:44])=[O:38].[CH2:1]([C:3]1[C:8]([C:9]2[S:10][C:11]([C:14]3[CH:19]=[CH:18][C:17]([O:20][CH:21]([CH3:23])[CH3:22])=[C:16]([C:24]([F:27])([F:26])[F:25])[CH:15]=3)=[N:12][N:13]=2)=[CH:7][CH:6]=[CH:5][C:4]=1[CH2:28][CH2:29][N:30]1[CH2:31][CH:32]([C:34]([OH:36])=[O:35])[CH2:33]1)[CH3:2], predict the reactants needed to synthesize it. The reactants are: [CH2:1]([C:3]1[C:8]([C:9]2[S:10][C:11]([C:14]3[CH:19]=[CH:18][C:17]([O:20][CH:21]([CH3:23])[CH3:22])=[C:16]([C:24]([F:27])([F:26])[F:25])[CH:15]=3)=[N:12][N:13]=2)=[CH:7][CH:6]=[CH:5][C:4]=1[CH2:28][CH2:29][N:30]1[CH2:33][CH:32]([C:34]([O:36]C)=[O:35])[CH2:31]1)[CH3:2].[OH-:38].[Na+].Cl.C([OH:44])(C)C. (6) The reactants are: [CH3:1][O:2][C:3](=[O:24])[CH:4]([C:9]1[CH:14]=[CH:13][C:12]([N+:15]([O-])=O)=[C:11]([C:18]2[CH2:23][CH2:22][CH2:21][CH2:20][CH:19]=2)[CH:10]=1)[C:5]([O:7][CH3:8])=[O:6].[NH4+].[Cl-].O. Given the product [CH3:1][O:2][C:3](=[O:24])[CH:4]([C:9]1[CH:14]=[CH:13][C:12]([NH2:15])=[C:11]([C:18]2[CH2:23][CH2:22][CH2:21][CH2:20][CH:19]=2)[CH:10]=1)[C:5]([O:7][CH3:8])=[O:6], predict the reactants needed to synthesize it. (7) Given the product [CH2:14]([O:13][CH:6]([O:5][CH2:3][CH3:4])[CH2:7][C:8]([OH:10])=[O:9])[CH3:15], predict the reactants needed to synthesize it. The reactants are: [OH-].[Na+].[CH2:3]([O:5][CH:6]([O:13][CH2:14][CH3:15])[CH2:7][C:8]([O:10]CC)=[O:9])[CH3:4].Cl. (8) Given the product [Br:1][C:2]1[CH:11]=[C:10]2[C:5]([C:6]([Cl:19])=[CH:7][CH:8]=[N:9]2)=[CH:4][C:3]=1[S:13]([CH3:16])(=[O:15])=[O:14], predict the reactants needed to synthesize it. The reactants are: [Br:1][C:2]1[CH:11]=[C:10]2[C:5]([C:6](O)=[CH:7][CH:8]=[N:9]2)=[CH:4][C:3]=1[S:13]([CH3:16])(=[O:15])=[O:14].P(Cl)(Cl)([Cl:19])=O.